Dataset: Forward reaction prediction with 1.9M reactions from USPTO patents (1976-2016). Task: Predict the product of the given reaction. (1) Given the reactants [H-].[Al+3].[Li+].[H-].[H-].[H-].[CH2:7]([NH:14][C:15](=O)[C@H:16]1[CH2:20][C@@H:19]([OH:21])[CH2:18][NH:17]1)[C:8]1[CH:13]=[CH:12][CH:11]=[CH:10][CH:9]=1.O.[OH-].[Na+], predict the reaction product. The product is: [CH2:7]([NH:14][CH2:15][C@@H:16]1[NH:17][CH2:18][C@H:19]([OH:21])[CH2:20]1)[C:8]1[CH:9]=[CH:10][CH:11]=[CH:12][CH:13]=1. (2) Given the reactants [C:1]([O:5][C:6]([N:8]1[CH2:11][C:10]([CH3:34])([C:12]([C:14]2[CH:15]=[C:16]3[C:25](=[CH:26][C:27]=2[C:28]([F:31])([F:30])[F:29])[O:24][CH2:23][C:22]2[N:17]3[C@H:18]([CH3:33])[C:19](=[O:32])[NH:20][N:21]=2)=[CH2:13])[CH2:9]1)=[O:7])([CH3:4])([CH3:3])[CH3:2], predict the reaction product. The product is: [C:1]([O:5][C:6]([N:8]1[CH2:11][C:10]([CH3:34])([CH:12]([C:14]2[CH:15]=[C:16]3[C:25](=[CH:26][C:27]=2[C:28]([F:30])([F:29])[F:31])[O:24][CH2:23][C:22]2[N:17]3[C@H:18]([CH3:33])[C:19](=[O:32])[NH:20][N:21]=2)[CH3:13])[CH2:9]1)=[O:7])([CH3:2])([CH3:3])[CH3:4]. (3) Given the reactants C(OC([N:8]1[C:27]2[CH:28]=[C:23]([CH:24]=[CH:25][CH:26]=2)[C:22](=[O:29])[NH:21][C@H:20]([C@H:30]([OH:43])[CH2:31][NH:32][CH2:33][C:34]2[CH:39]=[CH:38][CH:37]=[C:36]([CH:40]([CH3:42])[CH3:41])[CH:35]=2)[CH2:19][C:18]2[CH:44]=[C:14]([CH:15]=[CH:16][CH:17]=2)[O:13][CH2:12][CH2:11][CH2:10][CH2:9]1)=O)(C)(C)C.[ClH:45], predict the reaction product. The product is: [ClH:45].[OH:43][C@@H:30]([C@@H:20]1[CH2:19][C:18]2[CH:44]=[C:14]([CH:15]=[CH:16][CH:17]=2)[O:13][CH2:12][CH2:11][CH2:10][CH2:9][NH:8][C:27]2[CH:28]=[C:23]([CH:24]=[CH:25][CH:26]=2)[C:22](=[O:29])[NH:21]1)[CH2:31][NH:32][CH2:33][C:34]1[CH:39]=[CH:38][CH:37]=[C:36]([CH:40]([CH3:41])[CH3:42])[CH:35]=1. (4) Given the reactants [NH:1]1[CH:5]=[CH:4][C:3]([CH:6]=O)=[N:2]1.[NH2:8][CH2:9][C:10]1[CH:37]=[CH:36][C:13]([CH2:14][N:15]([CH2:26][C:27]2[NH:31][C:30]3[CH:32]=[CH:33][CH:34]=[CH:35][C:29]=3[N:28]=2)[CH:16]2[C:25]3[N:24]=[CH:23][CH:22]=[CH:21][C:20]=3[CH2:19][CH2:18][CH2:17]2)=[CH:12][CH:11]=1.[BH4-].[Na+], predict the reaction product. The product is: [NH:28]1[C:29]2[CH:35]=[CH:34][CH:33]=[CH:32][C:30]=2[N:31]=[C:27]1[CH2:26][N:15]([CH2:14][C:13]1[CH:36]=[CH:37][C:10]([CH2:9][NH:8][CH2:6][C:3]2[CH:4]=[CH:5][NH:1][N:2]=2)=[CH:11][CH:12]=1)[CH:16]1[C:25]2[N:24]=[CH:23][CH:22]=[CH:21][C:20]=2[CH2:19][CH2:18][CH2:17]1.